The task is: Predict the product of the given reaction.. This data is from Forward reaction prediction with 1.9M reactions from USPTO patents (1976-2016). (1) The product is: [ClH:22].[CH2:1]([N:3]1[CH2:8][C:7]2([CH2:13][CH2:12][NH:11][CH2:10][CH2:9]2)[O:6][CH2:5][C:4]1=[O:21])[CH3:2]. Given the reactants [CH2:1]([N:3]1[CH2:8][C:7]2([CH2:13][CH2:12][N:11](C(OC(C)(C)C)=O)[CH2:10][CH2:9]2)[O:6][CH2:5][C:4]1=[O:21])[CH3:2].[ClH:22].O1CCOCC1, predict the reaction product. (2) Given the reactants [F:1][C:2]([F:22])([F:21])[O:3][C:4]1[CH:9]=[CH:8][C:7]([N:10]2[CH2:14][CH2:13][C:12]3([CH2:19][CH2:18][NH:17][CH2:16][CH2:15]3)[C:11]2=[O:20])=[CH:6][CH:5]=1.[O:23]=[C:24](Cl)OC(Cl)(Cl)Cl.[Cl:31][C:32]1[CH:39]=[CH:38][CH:37]=[CH:36][C:33]=1[CH2:34][NH2:35], predict the reaction product. The product is: [Cl:31][C:32]1[CH:39]=[CH:38][CH:37]=[CH:36][C:33]=1[CH2:34][NH:35][C:24]([N:17]1[CH2:16][CH2:15][C:12]2([C:11](=[O:20])[N:10]([C:7]3[CH:8]=[CH:9][C:4]([O:3][C:2]([F:1])([F:21])[F:22])=[CH:5][CH:6]=3)[CH2:14][CH2:13]2)[CH2:19][CH2:18]1)=[O:23]. (3) The product is: [C:1]([O:5][C@@H:6]([C:12]1[C:13]([CH3:51])=[N:14][C:15]2=[CH:31][C:30]3=[N:29][N:16]2[C:17]=1[N:18]1[CH2:23][CH2:22][C:21]([CH3:28])([O:24][CH2:25][CH2:26][CH:27]=[CH:48][CH:43]([C:44]([F:46])([F:45])[F:47])[O:42][C:36]2[C:35]([CH2:34][O:33][CH2:32]3)=[CH:40][CH:39]=[C:38]([F:41])[CH:37]=2)[CH2:20][CH2:19]1)[C:7]([O:9][CH2:10][CH3:11])=[O:8])([CH3:2])([CH3:3])[CH3:4]. Given the reactants [C:1]([O:5][C@@H:6]([C:12]1[C:13]([CH3:51])=[N:14][C:15]2[N:16]([N:29]=[C:30]([CH2:32][O:33][CH2:34][C:35]3[CH:40]=[CH:39][C:38]([F:41])=[CH:37][C:36]=3[O:42][CH:43]([CH2:48]C=C)[C:44]([F:47])([F:46])[F:45])[CH:31]=2)[C:17]=1[N:18]1[CH2:23][CH2:22][C:21]([CH3:28])([O:24][CH2:25][CH:26]=[CH2:27])[CH2:20][CH2:19]1)[C:7]([O:9][CH2:10][CH3:11])=[O:8])([CH3:4])([CH3:3])[CH3:2].[BH4-].[Na+], predict the reaction product. (4) The product is: [Cl:17][C:10]1[N:9]([C:18]2[C:23]([Cl:24])=[CH:22][CH:21]=[CH:20][C:19]=2[Cl:25])[C:8]([C:5]2[CH:6]=[CH:7][C:2]([C:35]3[CH:34]=[CH:33][CH:32]=[C:31]([S:28]([CH3:27])(=[O:30])=[O:29])[CH:36]=3)=[CH:3][C:4]=2[Cl:26])=[N:12][C:11]=1[C:13]([OH:16])([CH3:15])[CH3:14]. Given the reactants Br[C:2]1[CH:7]=[CH:6][C:5]([C:8]2[N:9]([C:18]3[C:23]([Cl:24])=[CH:22][CH:21]=[CH:20][C:19]=3[Cl:25])[C:10]([Cl:17])=[C:11]([C:13]([OH:16])([CH3:15])[CH3:14])[N:12]=2)=[C:4]([Cl:26])[CH:3]=1.[CH3:27][S:28]([C:31]1[CH:32]=[C:33](B(O)O)[CH:34]=[CH:35][CH:36]=1)(=[O:30])=[O:29].C([O-])([O-])=O.[K+].[K+], predict the reaction product. (5) Given the reactants O[C:2]([C:50]1[CH:55]=[CH:54][CH:53]=[CH:52][CH:51]=1)([C:44]1[CH:49]=[CH:48][CH:47]=[CH:46][CH:45]=1)[C:3]1[S:7][C:6]([C:8]([NH:10][C@@H:11]([CH2:19][CH2:20][CH2:21][NH:22][C:23]([NH:25]S(C2C(C)=C3C(=C(C)C=2C)OC(C)(C)CC3)(=O)=O)=[NH:24])[C:12]([O:14]C(C)(C)C)=[O:13])=[O:9])=[CH:5][CH:4]=1.[C:56]([OH:62])([C:58]([F:61])([F:60])[F:59])=[O:57].C([SiH](CC)CC)C, predict the reaction product. The product is: [NH:22]([CH2:21][CH2:20][CH2:19][C@H:11]([NH:10][C:8]([C:6]1[S:7][C:3]([CH:2]([C:50]2[CH:51]=[CH:52][CH:53]=[CH:54][CH:55]=2)[C:44]2[CH:49]=[CH:48][CH:47]=[CH:46][CH:45]=2)=[CH:4][CH:5]=1)=[O:9])[C:12]([OH:14])=[O:13])[C:23]([NH2:25])=[NH:24].[C:56]([OH:62])([C:58]([F:61])([F:60])[F:59])=[O:57]. (6) Given the reactants [C:1]([O:5][C:6]([N:8]1[CH2:12][C@@H:11]([C:13]2[CH:18]=[CH:17][CH:16]=[CH:15][CH:14]=2)[CH2:10][C@H:9]1[C:19](O)=[O:20])=[O:7])([CH3:4])([CH3:3])[CH3:2].C(Cl)(=O)OCC(C)C.CCN(C(C)C)C(C)C.[BH4-].[Na+].C([O-])(=O)C.[Na+], predict the reaction product. The product is: [OH:20][CH2:19][C@@H:9]1[CH2:10][C@H:11]([C:13]2[CH:14]=[CH:15][CH:16]=[CH:17][CH:18]=2)[CH2:12][N:8]1[C:6]([O:5][C:1]([CH3:4])([CH3:3])[CH3:2])=[O:7]. (7) Given the reactants [NH2:1][C@@:2]([C:14]1[CH:19]=[C:18]([C:20]2[CH:21]=[N:22][CH:23]=[N:24][CH:25]=2)[C:17]([F:26])=[CH:16][C:15]=1[F:27])([CH3:13])[CH2:3][C@H:4]([C:6]1[N:7]=[C:8]([CH3:12])[O:9][C:10]=1[CH3:11])[OH:5].[C:28]([N:36]=[C:37]=[S:38])(=[O:35])[C:29]1[CH:34]=[CH:33][CH:32]=[CH:31][CH:30]=1, predict the reaction product. The product is: [F:27][C:15]1[CH:16]=[C:17]([F:26])[C:18]([C:20]2[CH:25]=[N:24][CH:23]=[N:22][CH:21]=2)=[CH:19][C:14]=1[C@@:2]([NH:1][C:37]([NH:36][C:28](=[O:35])[C:29]1[CH:30]=[CH:31][CH:32]=[CH:33][CH:34]=1)=[S:38])([CH2:3][C@H:4]([C:6]1[N:7]=[C:8]([CH3:12])[O:9][C:10]=1[CH3:11])[OH:5])[CH3:13].